From a dataset of Full USPTO retrosynthesis dataset with 1.9M reactions from patents (1976-2016). Predict the reactants needed to synthesize the given product. (1) Given the product [CH3:24][N:25]([CH3:26])[C:20]([C:16]1[CH:15]=[C:14]2[C:19]([CH:11]([CH2:10][NH:9][C:7]([C:5]3[S:6][C:2]([Cl:1])=[CH:3][CH:4]=3)=[O:8])[CH2:12][NH:13]2)=[CH:18][CH:17]=1)=[O:22], predict the reactants needed to synthesize it. The reactants are: [Cl:1][C:2]1[S:6][C:5]([C:7]([NH:9][CH2:10][CH:11]2[C:19]3[C:14](=[CH:15][C:16]([C:20]([OH:22])=O)=[CH:17][CH:18]=3)[NH:13][CH2:12]2)=[O:8])=[CH:4][CH:3]=1.C[CH2:24][N:25]=[C:26]=NCCCN(C)C.C1C=CC2N(O)N=NC=2C=1.CCN(C(C)C)C(C)C. (2) The reactants are: Cl.[F:2][CH2:3][CH2:4][NH2:5].C1N=CN([C:11](N2C=NC=C2)=[O:12])C=1.[CH2:18]([C@@H:20]1[CH2:24][NH:23][CH2:22][C@@H:21]1[C:25]1[N:29]2[C:30]3[CH:36]=[CH:35][N:34]([S:37]([C:40]4[CH:46]=[CH:45][C:43]([CH3:44])=[CH:42][CH:41]=4)(=[O:39])=[O:38])[C:31]=3[N:32]=[CH:33][C:28]2=[N:27][CH:26]=1)[CH3:19]. Given the product [CH2:18]([C@H:20]1[C@@H:21]([C:25]2[N:29]3[C:30]4[CH:36]=[CH:35][N:34]([S:37]([C:40]5[CH:41]=[CH:42][C:43]([CH3:44])=[CH:45][CH:46]=5)(=[O:38])=[O:39])[C:31]=4[N:32]=[CH:33][C:28]3=[N:27][CH:26]=2)[CH2:22][N:23]([C:11]([NH:5][CH2:4][CH2:3][F:2])=[O:12])[CH2:24]1)[CH3:19], predict the reactants needed to synthesize it. (3) Given the product [CH3:22][C:16]1[CH:21]=[CH:20][C:19]([C:8]([C:3]2[CH:4]=[CH:5][CH:6]=[CH:7][C:2]=2[Cl:1])([Cl:14])[Cl:13])=[CH:18][CH:17]=1, predict the reactants needed to synthesize it. The reactants are: [Cl:1][C:2]1[CH:7]=[CH:6][CH:5]=[CH:4][C:3]=1[C:8](F)(F)F.[Al+3].[Cl-:13].[Cl-:14].[Cl-].[C:16]1([CH3:22])[CH:21]=[CH:20][CH:19]=[CH:18][CH:17]=1. (4) Given the product [C:24]1([CH3:27])[CH:25]=[CH:26][C:21]([CH2:20][CH2:19][CH2:18][NH:17][C:15]([N:12]2[CH2:13][CH2:14][CH:9]([NH:8][C:7]3[CH:28]=[CH:29][C:4]([CH2:3][CH2:2][NH:1][CH2:58][C@H:56]([OH:57])[CH2:55][O:54][C:51]4[CH:52]=[CH:53][C:48]([OH:47])=[CH:49][CH:50]=4)=[CH:5][CH:6]=3)[CH2:10][CH2:11]2)=[O:16])=[CH:22][CH:23]=1, predict the reactants needed to synthesize it. The reactants are: [NH2:1][CH2:2][CH2:3][C:4]1[CH:29]=[CH:28][C:7]([NH:8][CH:9]2[CH2:14][CH2:13][N:12]([C:15]([NH:17][CH2:18][CH2:19][CH2:20][C:21]3[CH:26]=[CH:25][C:24]([CH3:27])=[CH:23][CH:22]=3)=[O:16])[CH2:11][CH2:10]2)=[CH:6][CH:5]=1.C([Si]([O:47][C:48]1[CH:53]=[CH:52][C:51]([O:54][CH2:55][CH:56]2[CH2:58][O:57]2)=[CH:50][CH:49]=1)(C1C=CC=CC=1)C1C=CC=CC=1)(C)(C)C. (5) Given the product [N:25]1([C:31]2[CH:39]=[CH:38][C:34]([C:35]([NH:1][CH2:2][C:3]3[C:12](=[O:13])[C:11]4[C:6](=[N:7][CH:8]=[CH:9][CH:10]=4)[N:5]([C:14]4[CH:19]=[CH:18][CH:17]=[CH:16][CH:15]=4)[C:4]=3[C:20]3[O:21][CH:22]=[CH:23][N:24]=3)=[O:36])=[CH:33][N:32]=2)[CH2:26][CH2:27][O:28][CH2:29][CH2:30]1, predict the reactants needed to synthesize it. The reactants are: [NH2:1][CH2:2][C:3]1[C:12](=[O:13])[C:11]2[C:6](=[N:7][CH:8]=[CH:9][CH:10]=2)[N:5]([C:14]2[CH:19]=[CH:18][CH:17]=[CH:16][CH:15]=2)[C:4]=1[C:20]1[O:21][CH:22]=[CH:23][N:24]=1.[N:25]1([C:31]2[CH:39]=[CH:38][C:34]([C:35](O)=[O:36])=[CH:33][N:32]=2)[CH2:30][CH2:29][O:28][CH2:27][CH2:26]1. (6) The reactants are: [C:1]1([C@H:7]2[C:16]3[C:11](=[CH:12][CH:13]=[CH:14][CH:15]=3)[CH2:10][CH2:9][NH:8]2)[CH:6]=[CH:5][CH:4]=[CH:3][CH:2]=1.N1C=CC=CC=1.[Cl:23][C:24]([Cl:34])([O:26][C:27](=[O:33])[O:28][C:29]([Cl:32])([Cl:31])[Cl:30])[Cl:25]. Given the product [Cl:23][C:24]([Cl:25])([O:26][C:27](=[O:33])[O:28][C:29]([Cl:32])([Cl:30])[Cl:31])[Cl:34].[C:1]1([C@@:7]2([C:24]([Cl:23])=[O:26])[C:16]3[C:11](=[CH:12][CH:13]=[CH:14][CH:15]=3)[CH2:10][CH2:9][NH:8]2)[CH:2]=[CH:3][CH:4]=[CH:5][CH:6]=1, predict the reactants needed to synthesize it. (7) Given the product [N:26]1[CH:27]=[CH:28][CH:29]=[C:24]([NH:21][C:22]([N:10]2[C@H:9]([C:6]3[CH:7]=[CH:8][C:3]([C:2]([F:1])([F:19])[F:20])=[CH:4][CH:5]=3)[C:18]3[N:17]=[CH:16][CH:15]=[CH:14][C:13]=3[CH2:12][CH2:11]2)=[O:23])[CH:25]=1, predict the reactants needed to synthesize it. The reactants are: [F:1][C:2]([F:20])([F:19])[C:3]1[CH:8]=[CH:7][C:6]([C@@H:9]2[C:18]3[N:17]=[CH:16][CH:15]=[CH:14][C:13]=3[CH2:12][CH2:11][NH:10]2)=[CH:5][CH:4]=1.[N:21]([C:24]1[CH:25]=[N:26][CH:27]=[CH:28][CH:29]=1)=[C:22]=[O:23].